From a dataset of Forward reaction prediction with 1.9M reactions from USPTO patents (1976-2016). Predict the product of the given reaction. (1) Given the reactants C(P1(=O)OP(CCC)(=O)OP(CCC)(=O)O1)CC.C(OCC)(=O)C.[F:25][CH:26]([F:45])[C:27]1[CH:32]=[CH:31][C:30](/[CH:33]=[CH:34]/[C:35]([OH:37])=O)=[C:29]([CH2:38][N:39]2[N:43]=[N:42][C:41]([CH3:44])=[N:40]2)[CH:28]=1.[CH3:46][C:47]1[O:48][C:49]([CH:52]2[CH2:57][CH2:56][NH:55][CH2:54][CH2:53]2)=[N:50][N:51]=1, predict the reaction product. The product is: [F:45][CH:26]([F:25])[C:27]1[CH:32]=[CH:31][C:30](/[CH:33]=[CH:34]/[C:35]([N:55]2[CH2:54][CH2:53][CH:52]([C:49]3[O:48][C:47]([CH3:46])=[N:51][N:50]=3)[CH2:57][CH2:56]2)=[O:37])=[C:29]([CH2:38][N:39]2[N:43]=[N:42][C:41]([CH3:44])=[N:40]2)[CH:28]=1. (2) Given the reactants [CH2:1]([C:18]([OH:56])([CH2:38][CH2:39][CH2:40][CH2:41][CH2:42][CH2:43][CH2:44][CH2:45]/[CH:46]=[CH:47]\[CH2:48]/[CH:49]=[CH:50]\[CH2:51][CH2:52][CH2:53][CH2:54][CH3:55])[CH:19]([OH:37])[CH2:20][CH2:21][CH2:22][CH2:23][CH2:24][CH2:25][CH2:26]/[CH:27]=[CH:28]\[CH2:29]/[CH:30]=[CH:31]\[CH2:32][CH2:33][CH2:34][CH2:35][CH3:36])[CH2:2][CH2:3][CH2:4][CH2:5][CH2:6][CH2:7]/[CH:8]=[CH:9]\[CH2:10]/[CH:11]=[CH:12]\[CH2:13][CH2:14][CH2:15][CH2:16][CH3:17].N1C=CC=CC=1.[O:63]=[C:64](Cl)OC(Cl)(Cl)Cl, predict the reaction product. The product is: [CH2:1]([C:18]1([CH2:38][CH2:39][CH2:40][CH2:41][CH2:42][CH2:43][CH2:44][CH2:45]/[CH:46]=[CH:47]\[CH2:48]/[CH:49]=[CH:50]\[CH2:51][CH2:52][CH2:53][CH2:54][CH3:55])[CH:19]([CH2:20][CH2:21][CH2:22][CH2:23][CH2:24][CH2:25][CH2:26]/[CH:27]=[CH:28]\[CH2:29]/[CH:30]=[CH:31]\[CH2:32][CH2:33][CH2:34][CH2:35][CH3:36])[O:37][C:64](=[O:63])[O:56]1)[CH2:2][CH2:3][CH2:4][CH2:5][CH2:6][CH2:7]/[CH:8]=[CH:9]\[CH2:10]/[CH:11]=[CH:12]\[CH2:13][CH2:14][CH2:15][CH2:16][CH3:17].